Dataset: Catalyst prediction with 721,799 reactions and 888 catalyst types from USPTO. Task: Predict which catalyst facilitates the given reaction. (1) Reactant: FC(F)(F)S(O[C:7]1[N:8]=[C:9]([C:25]2[CH:30]=[CH:29][CH:28]=[CH:27][C:26]=2[O:31][CH2:32][C:33]2[CH:38]=[CH:37][CH:36]=[CH:35][CH:34]=2)[N:10]([CH2:16][CH2:17][C:18]2[CH:23]=[CH:22][CH:21]=[C:20]([F:24])[CH:19]=2)[C:11](=[O:15])[C:12]=1[CH2:13][CH3:14])(=O)=O.[NH:41]1[CH2:45][CH2:44][CH2:43][CH2:42]1.C([O-])([O-])=O.[Cs+].[Cs+]. Product: [CH2:13]([C:12]1[C:11](=[O:15])[N:10]([CH2:16][CH2:17][C:18]2[CH:23]=[CH:22][CH:21]=[C:20]([F:24])[CH:19]=2)[C:9]([C:25]2[CH:30]=[CH:29][CH:28]=[CH:27][C:26]=2[O:31][CH2:32][C:33]2[CH:34]=[CH:35][CH:36]=[CH:37][CH:38]=2)=[N:8][C:7]=1[N:41]1[CH2:45][CH2:44][CH2:43][CH2:42]1)[CH3:14]. The catalyst class is: 12. (2) Reactant: C[O:2][C:3](=[O:26])[C:4]1[C:5](=[C:10]([NH:14][C:15]2[CH:20]=[CH:19][C:18]([O:21][CH3:22])=[C:17]([O:23][CH2:24][CH3:25])[CH:16]=2)[CH:11]=[CH:12][CH:13]=1)[C:6]([O:8]C)=[O:7].[OH-].[Na+]. Product: [CH2:24]([O:23][C:17]1[CH:16]=[C:15]([NH:14][C:10]2[CH:11]=[CH:12][CH:13]=[C:4]([C:3]([OH:26])=[O:2])[C:5]=2[C:6]([OH:8])=[O:7])[CH:20]=[CH:19][C:18]=1[O:21][CH3:22])[CH3:25]. The catalyst class is: 8. (3) The catalyst class is: 2. Reactant: [CH:1]1([CH2:4][N:5]2[CH2:30][CH2:29][C@:12]34[C:13]5[C:14]6[O:28][C@H:11]3[CH:10]([O:31][CH3:32])[CH2:9][CH2:8][C@@:7]4([OH:33])[C@H:6]2[CH2:19][C:18]=5[CH:17]=[CH:16][C:15]=6[O:20][CH2:21][C:22]2[CH:27]=[CH:26][CH:25]=[CH:24][CH:23]=2)[CH2:3][CH2:2]1.[S:34]([O:41]C)([C:37]([F:40])([F:39])[F:38])(=[O:36])=[O:35].[C:43]([O-])([O-])=O.[Na+].[Na+]. Product: [O-:41][S:34]([C:37]([F:40])([F:39])[F:38])(=[O:36])=[O:35].[CH:1]1([CH2:4][N+:5]2([CH3:43])[CH2:30][CH2:29][C@:12]34[C:13]5[C:14]6[O:28][C@H:11]3[CH:10]([O:31][CH3:32])[CH2:9][CH2:8][C@@:7]4([OH:33])[C@H:6]2[CH2:19][C:18]=5[CH:17]=[CH:16][C:15]=6[O:20][CH2:21][C:22]2[CH:23]=[CH:24][CH:25]=[CH:26][CH:27]=2)[CH2:3][CH2:2]1. (4) Reactant: [N+:1]([O-:4])(O)=[O:2].[OH:5][C:6]1[CH:11]=[CH:10][C:9]([CH2:12][C:13]([O:15][CH3:16])=[O:14])=[CH:8][CH:7]=1. Product: [OH:5][C:6]1[CH:7]=[CH:8][C:9]([CH2:12][C:13]([O:15][CH3:16])=[O:14])=[CH:10][C:11]=1[N+:1]([O-:4])=[O:2]. The catalyst class is: 15. (5) Reactant: [C:1]([C:3]1[CH:8]=[CH:7][C:6]([CH:9]2[N:14]3[N:15]=[N:16][N:17]=[C:13]3[N:12]([C:18]3[CH:23]=[CH:22][CH:21]=[C:20]([C:24]([F:27])([F:26])[F:25])[CH:19]=3)[C:11]([CH3:28])=[C:10]2[C:29]([O:31][CH2:32][CH3:33])=[O:30])=[CH:5][CH:4]=1)#[N:2].[Br:34]Br. Product: [Br:34][CH2:28][C:11]1[N:12]([C:18]2[CH:23]=[CH:22][CH:21]=[C:20]([C:24]([F:27])([F:26])[F:25])[CH:19]=2)[C:13]2[N:14]([N:15]=[N:16][N:17]=2)[CH:9]([C:6]2[CH:5]=[CH:4][C:3]([C:1]#[N:2])=[CH:8][CH:7]=2)[C:10]=1[C:29]([O:31][CH2:32][CH3:33])=[O:30]. The catalyst class is: 22. (6) Reactant: [CH2:1]([O:8][C:9]1[C:14]2[CH:15]=[C:16]([C:18]3[N:19]=[C:20]4[N:24]([CH:25]=3)[N:23]=[C:22](Br)[S:21]4)[O:17][C:13]=2[CH:12]=[C:11]([O:27][CH3:28])[CH:10]=1)[C:2]1[CH:7]=[CH:6][CH:5]=[CH:4][CH:3]=1.[CH3:29][O-:30].[Na+]. Product: [CH2:1]([O:8][C:9]1[C:14]2[CH:15]=[C:16]([C:18]3[N:19]=[C:20]4[N:24]([CH:25]=3)[N:23]=[C:22]([O:30][CH3:29])[S:21]4)[O:17][C:13]=2[CH:12]=[C:11]([O:27][CH3:28])[CH:10]=1)[C:2]1[CH:7]=[CH:6][CH:5]=[CH:4][CH:3]=1. The catalyst class is: 98. (7) Reactant: [C:1]([O:5][C:6]([N:8]1[CH2:13][CH:12]=[C:11]([C:14]2[C:22]3[S:21][C:20]([NH2:23])=[N:19][C:18]=3[C:17]([O:24][CH3:25])=[CH:16][CH:15]=2)[CH2:10][CH2:9]1)=[O:7])([CH3:4])([CH3:3])[CH3:2].O1CCOCC1.C(N(CC)CC)C.[N:39]1([C:45](Cl)=[O:46])[CH2:44][CH2:43][O:42][CH2:41][CH2:40]1. Product: [C:1]([O:5][C:6]([N:8]1[CH2:9][CH:10]=[C:11]([C:14]2[C:22]3[S:21][C:20]([NH:23][C:45]([N:39]4[CH2:44][CH2:43][O:42][CH2:41][CH2:40]4)=[O:46])=[N:19][C:18]=3[C:17]([O:24][CH3:25])=[CH:16][CH:15]=2)[CH2:12][CH2:13]1)=[O:7])([CH3:4])([CH3:3])[CH3:2]. The catalyst class is: 6. (8) Reactant: C(O)(C(F)(F)F)=[O:2].[Cl:8][C:9]1[CH:39]=[CH:38][C:12]([NH:13][C:14]2[C:23]3[C:18](=[CH:19][C:20]([O:26][CH2:27][CH2:28][N:29](C)[C:30](OC(C)(C)C)=O)=[C:21]([O:24][CH3:25])[CH:22]=3)[N:17]=[CH:16][N:15]=2)=[C:11]([F:40])[CH:10]=1.C1(C)C=CC=CC=1. Product: [OH2:2].[ClH:8].[Cl:8][C:9]1[CH:39]=[CH:38][C:12]([NH:13][C:14]2[C:23]3[C:18](=[CH:19][C:20]([O:26][CH2:27][CH2:28][NH:29][CH3:30])=[C:21]([O:24][CH3:25])[CH:22]=3)[N:17]=[CH:16][N:15]=2)=[C:11]([F:40])[CH:10]=1. The catalyst class is: 2. (9) Reactant: [CH2:1]([N:3]([CH2:29][CH3:30])[C:4](=O)[CH2:5][CH2:6][C:7]1[CH:12]=[CH:11][C:10]([NH:13][C:14]2[N:19]=[CH:18][C:17]([C:20]3[CH:25]=[CH:24][C:23]([O:26][CH3:27])=[CH:22][CH:21]=3)=[CH:16][N:15]=2)=[CH:9][CH:8]=1)[CH3:2].[H-].[Al+3].[Li+].[H-].[H-].[H-].C1COCC1. Product: [CH2:29]([N:3]([CH2:1][CH3:2])[CH2:4][CH2:5][CH2:6][C:7]1[CH:8]=[CH:9][C:10]([NH:13][C:14]2[N:15]=[CH:16][C:17]([C:20]3[CH:21]=[CH:22][C:23]([O:26][CH3:27])=[CH:24][CH:25]=3)=[CH:18][N:19]=2)=[CH:11][CH:12]=1)[CH3:30]. The catalyst class is: 5. (10) Reactant: [CH:1]1([C:7]2[C:8]3[S:30][C:29]([C:31]([O:33]C(C)(C)C)=[O:32])=[CH:28][C:9]=3[N:10]3[CH2:17][C:16](=O)[N:15]([CH2:19][CH2:20][N:21]([CH3:23])[CH3:22])[CH2:14][C:13]4[CH:24]=[CH:25][CH:26]=[CH:27][C:12]=4[C:11]=23)[CH2:6][CH2:5][CH2:4][CH2:3][CH2:2]1.B.CSC.Cl.CO. Product: [CH:1]1([C:7]2[C:8]3[S:30][C:29]([C:31]([OH:33])=[O:32])=[CH:28][C:9]=3[N:10]3[CH2:17][CH2:16][N:15]([CH2:19][CH2:20][N:21]([CH3:23])[CH3:22])[CH2:14][C:13]4[CH:24]=[CH:25][CH:26]=[CH:27][C:12]=4[C:11]=23)[CH2:6][CH2:5][CH2:4][CH2:3][CH2:2]1. The catalyst class is: 1.